From a dataset of Experimentally validated miRNA-target interactions with 360,000+ pairs, plus equal number of negative samples. Binary Classification. Given a miRNA mature sequence and a target amino acid sequence, predict their likelihood of interaction. (1) The protein sequence of the target gene is MPNSVLWAVDLFGRVYTLSTAGQYWEMCKDSQLEFKRVSATTQCCWGIACDNQVYVYVCASDVPIRRREEAYENQRWNPMGGFCEKLLLSDRWGWSDVSGLQHRPLDRVALPSPHWEWESDWYVDENFGGEPTEKGGWTYAIDFPATYTKDKKWNSCVRRRKWIRYRRYKSRDIWAKIPSKDDPKELPDPFNDLSVGGWEITEEPVGRLSVWAVSLQGKVWYREDVSHSNPEGSSWSLLDTPGEVVQISCGPHDLLWATLWEGQALVREGINRSNPKGSSWSIVEPPGSENGVMHISVGV.... The miRNA is hsa-miR-6514-5p with sequence UAUGGAGUGGACUUUCAGCUGGC. Result: 1 (interaction). (2) The miRNA is hsa-miR-8066 with sequence CAAUGUGAUCUUUUGGAUGUA. The protein sequence of the target gene is MRWFLPWTLAAVTAAAASTVLATALSPAPTTMDFTPAPLEDTSSRPQFCKWPCECPPSPPRCPLGVSLITDGCECCKMCAQQLGDNCTEAAICDPHRGLYCDYSGDRPRYAIGVCAQVVGVGCVLDGVRYNNGQSFQPNCKYNCTCIDGAVGCTPLCLRVRPPRLWCPHPRRVSIPGHCCEQWVCEDDAKRPRKTAPRDTGAFDAVGEVEAWHRNCIAYTSPWSPCSTSCGLGVSTRISNVNAQCWPEQESRLCNLRPCDVDIHTLIKAGKKCLAVYQPEASMNFTLAGCISTRSYQPKY.... Result: 0 (no interaction).